Predict the reactants needed to synthesize the given product. From a dataset of Full USPTO retrosynthesis dataset with 1.9M reactions from patents (1976-2016). (1) Given the product [F:17][C:18]1[CH:19]=[C:20]([CH:21]([OH:22])[C:10]([CH3:12])([CH3:11])[C:9]([O:14][CH2:15][CH3:16])=[O:13])[CH:23]=[C:24]([F:28])[C:25]=1[O:26][CH3:27], predict the reactants needed to synthesize it. The reactants are: C([N-]C(C)C)(C)C.[Li+].[C:9]([O:14][CH2:15][CH3:16])(=[O:13])[CH:10]([CH3:12])[CH3:11].[F:17][C:18]1[CH:19]=[C:20]([CH:23]=[C:24]([F:28])[C:25]=1[O:26][CH3:27])[CH:21]=[O:22]. (2) The reactants are: [Br:1][C:2]1[CH:7]=[CH:6][C:5]([C:8]#[CH:9])=[CH:4][CH:3]=1.[CH2:10]([SH:17])[C:11]1[CH:16]=[CH:15][CH:14]=[CH:13][CH:12]=1.[Na]. Given the product [Br:1][C:2]1[CH:7]=[CH:6][C:5](/[CH:8]=[CH:9]\[CH:10]([S:17][CH:8](/[CH:9]=[CH:8]\[C:5]2[CH:6]=[CH:7][C:2]([Br:1])=[CH:3][CH:4]=2)[C:5]2[CH:6]=[CH:7][CH:2]=[CH:3][CH:4]=2)[C:11]2[CH:16]=[CH:15][CH:14]=[CH:13][CH:12]=2)=[CH:4][CH:3]=1, predict the reactants needed to synthesize it. (3) The reactants are: [NH2:1][C:2]1[N:7]=[C:6]([S:8]([CH3:10])=O)[C:5]([C:11]#[N:12])=[C:4]([N:13]2[CH:17]=[C:16]([CH3:18])[CH:15]=[N:14]2)[N:3]=1.SC[CH2:21][C:22]1[CH:27]=[CH:26][CH:25]=[CH:24][N:23]=1.C1CCN2C(=NCCC2)CC1. Given the product [NH2:1][C:2]1[N:3]=[C:4]([N:13]2[CH:17]=[C:16]([CH3:18])[CH:15]=[N:14]2)[C:5]([C:11]#[N:12])=[C:6]([S:8][CH2:10][CH2:21][C:22]2[CH:27]=[CH:26][CH:25]=[CH:24][N:23]=2)[N:7]=1, predict the reactants needed to synthesize it. (4) Given the product [CH2:12]([C:14]1[CH:19]=[C:18]([O:1][C:2]2[CH:7]=[CH:6][N:5]=[C:4]([C:8]([F:11])([F:9])[F:10])[CH:3]=2)[N:17]=[C:16]([CH2:24][NH:25][C:26]([CH:28]2[CH2:29][CH2:30]2)=[O:27])[N:15]=1)[CH3:13], predict the reactants needed to synthesize it. The reactants are: [OH:1][C:2]1[CH:7]=[CH:6][N:5]=[C:4]([C:8]([F:11])([F:10])[F:9])[CH:3]=1.[CH2:12]([C:14]1[CH:19]=[C:18](S(C)(=O)=O)[N:17]=[C:16]([CH2:24][NH:25][C:26]([CH:28]2[CH2:30][CH2:29]2)=[O:27])[N:15]=1)[CH3:13].C([O-])([O-])=O.[K+].[K+].O. (5) Given the product [Cl:1][C:2]1[N:3]=[C:4]([N:12]2[CH2:17][CH2:16][O:15][CH2:14][CH2:13]2)[C:5]2[S:10][C:9]([C:26]3[CH:27]=[C:22]([NH:21][C:18](=[O:20])[CH3:19])[CH:23]=[CH:24][CH:25]=3)=[CH:8][C:6]=2[N:7]=1, predict the reactants needed to synthesize it. The reactants are: [Cl:1][C:2]1[N:3]=[C:4]([N:12]2[CH2:17][CH2:16][O:15][CH2:14][CH2:13]2)[C:5]2[S:10][C:9](I)=[CH:8][C:6]=2[N:7]=1.[C:18]([NH:21][C:22]1[CH:23]=[C:24](B(O)O)[CH:25]=[CH:26][CH:27]=1)(=[O:20])[CH3:19].